From a dataset of Reaction yield outcomes from USPTO patents with 853,638 reactions. Predict the reaction yield, written as a fraction of the theoretical maximum amount of product (1.0 means a 100% yield; for example, 0.34 means a 34% yield). The reactants are N[C:2]1[CH:3]=[C:4]([CH:8]=[CH:9][C:10]=1[C:11]([O:13][CH3:14])=[O:12])[C:5]([OH:7])=[O:6].N([O-])=O.[Na+].C(OCC)(=O)C.[ClH:25]. The catalyst is C(O)(=O)C.[Cu](Cl)Cl. The product is [Cl:25][C:2]1[CH:3]=[C:4]([CH:8]=[CH:9][C:10]=1[C:11]([O:13][CH3:14])=[O:12])[C:5]([OH:7])=[O:6]. The yield is 0.390.